From a dataset of Peptide-MHC class II binding affinity with 134,281 pairs from IEDB. Regression. Given a peptide amino acid sequence and an MHC pseudo amino acid sequence, predict their binding affinity value. This is MHC class II binding data. (1) The peptide sequence is AFILDGDNLFKKV. The MHC is DRB1_0401 with pseudo-sequence DRB1_0401. The binding affinity (normalized) is 0.577. (2) The peptide sequence is IIKGIVNLYKSGLFQ. The MHC is DRB1_0101 with pseudo-sequence DRB1_0101. The binding affinity (normalized) is 0.682. (3) The peptide sequence is ELPGVDPDKDVDIMV. The MHC is DRB4_0101 with pseudo-sequence DRB4_0103. The binding affinity (normalized) is 0.203. (4) The peptide sequence is ESKVMEELIRLKIWY. The MHC is DRB1_0101 with pseudo-sequence DRB1_0101. The binding affinity (normalized) is 0.156. (5) The binding affinity (normalized) is 0. The MHC is HLA-DQA10401-DQB10402 with pseudo-sequence HLA-DQA10401-DQB10402. The peptide sequence is VAANRIQLLALIATN.